This data is from M1 muscarinic receptor agonist screen with 61,833 compounds. The task is: Binary Classification. Given a drug SMILES string, predict its activity (active/inactive) in a high-throughput screening assay against a specified biological target. (1) The molecule is O(c1c(N2CCN(CC2)Cc2c(OC)c(OC)c(OC)cc2)cccc1)CC. The result is 0 (inactive). (2) The molecule is S1(=O)(=O)CC(NC(=O)c2c(nn(c2)c2ccccc2)c2ccccc2)CC1. The result is 0 (inactive).